This data is from Reaction yield outcomes from USPTO patents with 853,638 reactions. The task is: Predict the reaction yield, written as a fraction of the theoretical maximum amount of product (1.0 means a 100% yield; for example, 0.34 means a 34% yield). (1) The reactants are [C:1]([C:5]1[N:6]=[C:7]([C:10]2[CH:18]=[CH:17][CH:16]=[CH:15][C:11]=2[C:12]([OH:14])=O)[S:8][CH:9]=1)([CH3:4])([CH3:3])[CH3:2].CN(C(ON1N=NC2C=CC=NC1=2)=[N+](C)C)C.F[P-](F)(F)(F)(F)F.CCN(C(C)C)C(C)C.[NH2:52][C:53]1[CH:83]=[CH:82][C:56]2[N:57]=[C:58]([C:60]([NH:62][C@@H:63]([C:76]3[CH:81]=[CH:80][CH:79]=[CH:78][CH:77]=3)[C:64]([N:66]([CH2:68][C:69]3[CH:74]=[CH:73][C:72]([F:75])=[CH:71][CH:70]=3)[CH3:67])=[O:65])=[O:61])[S:59][C:55]=2[CH:54]=1. The catalyst is CN(C=O)C.O. The product is [C:1]([C:5]1[N:6]=[C:7]([C:10]2[CH:18]=[CH:17][CH:16]=[CH:15][C:11]=2[C:12]([NH:52][C:53]2[CH:83]=[CH:82][C:56]3[N:57]=[C:58]([C:60]([NH:62][C@@H:63]([C:76]4[CH:81]=[CH:80][CH:79]=[CH:78][CH:77]=4)[C:64]([N:66]([CH2:68][C:69]4[CH:74]=[CH:73][C:72]([F:75])=[CH:71][CH:70]=4)[CH3:67])=[O:65])=[O:61])[S:59][C:55]=3[CH:54]=2)=[O:14])[S:8][CH:9]=1)([CH3:2])([CH3:3])[CH3:4]. The yield is 0.290. (2) The reactants are C([SiH](CC)CC)C.C([O:11][C:12]1[CH:17]=[CH:16][C:15]([CH:18](O)[C:19]2([C:24]([O:26][CH3:27])=[O:25])[CH2:23][CH2:22][CH2:21][CH2:20]2)=[CH:14][CH:13]=1)C=C.N1CCOCC1. The catalyst is ClCCl.FC(F)(F)C(O)=O.C1C=CC([P]([Pd]([P](C2C=CC=CC=2)(C2C=CC=CC=2)C2C=CC=CC=2)([P](C2C=CC=CC=2)(C2C=CC=CC=2)C2C=CC=CC=2)[P](C2C=CC=CC=2)(C2C=CC=CC=2)C2C=CC=CC=2)(C2C=CC=CC=2)C2C=CC=CC=2)=CC=1. The product is [OH:11][C:12]1[CH:13]=[CH:14][C:15]([CH2:18][C:19]2([C:24]([O:26][CH3:27])=[O:25])[CH2:20][CH2:21][CH2:22][CH2:23]2)=[CH:16][CH:17]=1. The yield is 0.590. (3) The reactants are [H-].[Na+].C(O)CCC.[CH2:8]([P:10](=[O:31])([O:21][C:22]1C=C[C:25]([N+]([O-])=O)=[CH:24][CH:23]=1)[O:11][C:12]1[CH:17]=[CH:16][C:15]([N+:18]([O-:20])=[O:19])=[CH:14][CH:13]=1)[CH3:9]. The catalyst is C1COCC1. The product is [CH2:8]([P:10](=[O:31])([O:11][C:12]1[CH:17]=[CH:16][C:15]([N+:18]([O-:20])=[O:19])=[CH:14][CH:13]=1)[O:21][CH2:22][CH2:23][CH2:24][CH3:25])[CH3:9]. The yield is 0.260. (4) The yield is 0.810. The catalyst is CS(C)=O. The product is [F:8][C:9]([F:18])([F:19])[C:10]1[CH:17]=[CH:16][C:13]([CH:14]2[CH2:15][O:20]2)=[CH:12][CH:11]=1. The reactants are [I-].C[S+](C)C.[H-].[Na+].[F:8][C:9]([F:19])([F:18])[C:10]1[CH:17]=[CH:16][C:13]([CH:14]=[CH2:15])=[CH:12][CH:11]=1.[OH2:20]. (5) The product is [C:17]([N:13]([CH:10]1[C:11]2[C:7](=[CH:6][CH:5]=[C:4]([N+:1]([O-:3])=[O:2])[CH:12]=2)[CH2:8][CH2:9]1)[CH2:14][C:15]#[CH:16])([O:19][C:20]([CH3:23])([CH3:22])[CH3:21])=[O:18]. The reactants are [N+:1]([C:4]1[CH:12]=[C:11]2[C:7]([CH2:8][CH2:9][CH:10]2[NH:13][CH2:14][C:15]#[CH:16])=[CH:6][CH:5]=1)([O-:3])=[O:2].[C:17](O[C:17]([O:19][C:20]([CH3:23])([CH3:22])[CH3:21])=[O:18])([O:19][C:20]([CH3:23])([CH3:22])[CH3:21])=[O:18].CCCCCC. The catalyst is C(O)C. The yield is 0.930. (6) The reactants are Cl.[CH2:2]([C@@H:9]1NC(C)(C)N(C)C1=O)[C:3]1[CH:8]=CC=C[CH:4]=1.[CH:18]([CH:20]=[CH2:21])=[O:19].C=CC(=C)C. The catalyst is C[N+]([O-])=O.O. The product is [CH3:8][C:3]1[CH2:2][CH2:9][C@@H:20]([CH:18]=[O:19])[CH2:21][CH:4]=1. The yield is 0.840.